This data is from Reaction yield outcomes from USPTO patents with 853,638 reactions. The task is: Predict the reaction yield, written as a fraction of the theoretical maximum amount of product (1.0 means a 100% yield; for example, 0.34 means a 34% yield). The reactants are [O:1]=[C:2]([NH:9][C:10]1[CH:15]=[CH:14][CH:13]=[CH:12][N:11]=1)[CH2:3][C:4](OCC)=[O:5]. The catalyst is C1(OC2C=CC=CC=2)C=CC=CC=1.CCCCCC. The product is [OH:1][C:2]1[N:9]=[C:10]2[CH:15]=[CH:14][CH:13]=[CH:12][N:11]2[C:4](=[O:5])[CH:3]=1. The yield is 0.323.